This data is from Catalyst prediction with 721,799 reactions and 888 catalyst types from USPTO. The task is: Predict which catalyst facilitates the given reaction. (1) Reactant: [NH2:1][CH2:2][CH:3]([OH:11])[CH2:4][C:5]1[CH:10]=[CH:9][CH:8]=[CH:7][CH:6]=1.C(N(CC)CC)C.Cl[C:20]1[N:25]([CH3:26])[C:24](=[O:27])[C:23]([C:28]2[CH:37]=[CH:36][C:35]3[C:30](=[CH:31][CH:32]=[CH:33][CH:34]=3)[CH:29]=2)=[C:22]([C:38]2[CH:43]=[CH:42][N:41]=[CH:40][CH:39]=2)[N:21]=1. Product: [OH:11][CH:3]([CH2:4][C:5]1[CH:6]=[CH:7][CH:8]=[CH:9][CH:10]=1)[CH2:2][NH:1][C:20]1[N:25]([CH3:26])[C:24](=[O:27])[C:23]([C:28]2[CH:37]=[CH:36][C:35]3[C:30](=[CH:31][CH:32]=[CH:33][CH:34]=3)[CH:29]=2)=[C:22]([C:38]2[CH:43]=[CH:42][N:41]=[CH:40][CH:39]=2)[N:21]=1. The catalyst class is: 96. (2) Reactant: [C:1](Cl)(=O)[C:2]([Cl:4])=[O:3].[F:7][C:8]([F:25])([F:24])[C:9]1[CH:10]=[C:11]([N:15]2[CH2:20][CH2:19]C(C(O)=O)[CH2:17][CH2:16]2)[CH:12]=[CH:13][CH:14]=1. Product: [F:7][C:8]([F:24])([F:25])[C:9]1[CH:10]=[C:11]([N:15]2[CH2:20][CH2:19][CH:1]([C:2]([Cl:4])=[O:3])[CH2:17][CH2:16]2)[CH:12]=[CH:13][CH:14]=1. The catalyst class is: 2. (3) The catalyst class is: 5. Reactant: [CH2:1]([N:3]([CH2:15][C:16]1[CH:21]=[CH:20][C:19]([CH2:22][NH:23][CH2:24][C:25]2[NH:26][CH:27]=[CH:28][N:29]=2)=[CH:18][CH:17]=1)[CH2:4][CH2:5][CH2:6][CH2:7][N:8]([CH2:12][CH2:13][CH3:14])[CH2:9][CH2:10][CH3:11])[CH3:2].C([BH3-])#N.[Na+].C(O)(=O)C.[CH3:38][N:39]1[CH:43]=[CH:42][N:41]=[C:40]1[CH:44]=O. Product: [CH2:1]([N:3]([CH2:15][C:16]1[CH:21]=[CH:20][C:19]([CH2:22][N:23]([CH2:24][C:25]2[NH:29][CH:28]=[CH:27][N:26]=2)[CH2:44][C:40]2[N:39]([CH3:38])[CH:43]=[CH:42][N:41]=2)=[CH:18][CH:17]=1)[CH2:4][CH2:5][CH2:6][CH2:7][N:8]([CH2:9][CH2:10][CH3:11])[CH2:12][CH2:13][CH3:14])[CH3:2]. (4) Reactant: [Br:1][C:2]1[CH:7]=[C:6]([O:8][CH3:9])[CH:5]=[C:4]([Br:10])[C:3]=1[OH:11].CI.N12CCCN=C1CCCC[CH2:15]2.Cl. Product: [Br:1][C:2]1[CH:7]=[C:6]([O:8][CH3:9])[CH:5]=[C:4]([Br:10])[C:3]=1[O:11][CH3:15]. The catalyst class is: 21. (5) Reactant: C([Li])CCC.C([Mg]Cl)CCC.Br[C:13]1[CH:14]=[C:15]([CH3:22])[C:16](=[O:21])[N:17]([CH2:19][CH3:20])[CH:18]=1.[Br:23][C:24]1[CH:25]=[C:26]([C:30]([C:38]2[CH:43]=[CH:42][CH:41]=[C:40]([F:44])[C:39]=2[C:45]#[N:46])=[N:31][S@](C(C)(C)C)=O)[CH:27]=[CH:28][CH:29]=1.C(N(CC(O)=O)CC(O)=O)CN(CC(O)=O)CC(O)=O.[Cl-].[NH4+].C(OC(C)C)(=O)C.[Na+].[Cl-]. Product: [NH2:46][C:45]1[C:39]2[C:38](=[CH:43][CH:42]=[CH:41][C:40]=2[F:44])[C@@:30]([C:13]2[CH:14]=[C:15]([CH3:22])[C:16](=[O:21])[N:17]([CH2:19][CH3:20])[CH:18]=2)([C:26]2[CH:27]=[CH:28][CH:29]=[C:24]([Br:23])[CH:25]=2)[N:31]=1. The catalyst class is: 20. (6) Reactant: CS[C:3](=[C:17]([C:20]#[N:21])[C:18]#[N:19])[N:4]1[CH2:9][CH2:8][CH:7]([CH2:10][N:11]2[CH2:16][CH2:15][CH2:14][CH2:13][CH2:12]2)[CH2:6][CH2:5]1.[NH2:22][CH2:23][CH2:24][N:25]1[CH2:29][CH2:28][CH2:27][C@@H:26]1[CH3:30]. Product: [CH3:30][C@H:26]1[CH2:27][CH2:28][CH2:29][N:25]1[CH2:24][CH2:23][NH:22][C:3](=[C:17]([C:20]#[N:21])[C:18]#[N:19])[N:4]1[CH2:9][CH2:8][CH:7]([CH2:10][N:11]2[CH2:16][CH2:15][CH2:14][CH2:13][CH2:12]2)[CH2:6][CH2:5]1. The catalyst class is: 823. (7) Reactant: [F:1][C:2]1[CH:36]=[CH:35][C:5]([CH2:6][C:7]2[S:11][C:10]([NH:12][C:13]([C:15]3[CH:20]=[CH:19][C:18]([CH:21]4[CH2:26][CH2:25][CH:24]([CH2:27][C:28]([O:30]C(C)(C)C)=[O:29])[CH2:23][CH2:22]4)=[CH:17][CH:16]=3)=[O:14])=[N:9][N:8]=2)=[CH:4][CH:3]=1.FC(F)(F)C(O)=O. Product: [F:1][C:2]1[CH:36]=[CH:35][C:5]([CH2:6][C:7]2[S:11][C:10]([NH:12][C:13]([C:15]3[CH:20]=[CH:19][C:18]([CH:21]4[CH2:22][CH2:23][CH:24]([CH2:27][C:28]([OH:30])=[O:29])[CH2:25][CH2:26]4)=[CH:17][CH:16]=3)=[O:14])=[N:9][N:8]=2)=[CH:4][CH:3]=1. The catalyst class is: 4.